Dataset: Forward reaction prediction with 1.9M reactions from USPTO patents (1976-2016). Task: Predict the product of the given reaction. Given the reactants [N:1]1([CH2:7][CH2:8][NH:9][C:10]2[C:18]3[C:13](=[CH:14][CH:15]=[C:16]([N+:19]([O-])=O)[CH:17]=3)[NH:12][N:11]=2)[CH2:6][CH2:5][CH2:4][CH2:3][CH2:2]1, predict the reaction product. The product is: [N:1]1([CH2:7][CH2:8][NH:9][C:10]2[C:18]3[C:13](=[CH:14][CH:15]=[C:16]([NH2:19])[CH:17]=3)[NH:12][N:11]=2)[CH2:2][CH2:3][CH2:4][CH2:5][CH2:6]1.